From a dataset of Full USPTO retrosynthesis dataset with 1.9M reactions from patents (1976-2016). Predict the reactants needed to synthesize the given product. (1) Given the product [O:40]=[C:23]1[CH2:24][C:25]2[C:30](=[CH:29][CH:28]=[CH:27][C:26]=2[C:31]2[CH:32]=[N:33][CH:34]=[C:35]([CH:39]=2)[C:36]([OH:38])=[O:37])[NH:22]1, predict the reactants needed to synthesize it. The reactants are: [Br-].[Br-].[Br-].[NH+]1C=CC=CC=1.[NH+]1C=CC=CC=1.[NH+]1C=CC=CC=1.[NH:22]1[C:30]2[C:25](=[C:26]([C:31]3[CH:32]=[N:33][CH:34]=[C:35]([CH:39]=3)[C:36]([OH:38])=[O:37])[CH:27]=[CH:28][CH:29]=2)[CH:24]=[CH:23]1.[OH2:40]. (2) Given the product [OH:6][C:7]1[CH:8]=[C:9]([CH2:13][CH2:14][C:15]2[CH:20]=[CH:19][CH:18]=[C:17]([OH:21])[CH:16]=2)[CH:10]=[CH:11][CH:12]=1, predict the reactants needed to synthesize it. The reactants are: B(Br)(Br)Br.C[O:6][C:7]1[CH:8]=[C:9]([CH2:13][CH2:14][C:15]2[CH:20]=[CH:19][CH:18]=[C:17]([O:21]C)[CH:16]=2)[CH:10]=[CH:11][CH:12]=1. (3) Given the product [CH:1]1([C@:4]2([OH:12])[CH2:8][CH2:7][N:6]([C:14]3[CH:21]=[CH:20][C:17]([C:18]#[N:19])=[C:16]([C:22]([F:23])([F:25])[F:24])[CH:15]=3)[C@H:5]2[CH:9]([CH3:10])[CH3:11])[CH2:3][CH2:2]1, predict the reactants needed to synthesize it. The reactants are: [CH:1]1([C@:4]2([OH:12])[CH2:8][CH2:7][NH:6][C@H:5]2[CH:9]([CH3:11])[CH3:10])[CH2:3][CH2:2]1.F[C:14]1[CH:21]=[CH:20][C:17]([C:18]#[N:19])=[C:16]([C:22]([F:25])([F:24])[F:23])[CH:15]=1.C(=O)([O-])[O-].[Li+].[Li+]. (4) Given the product [Cl:1][C:2]1[N:3]=[C:4]([Cl:11])[C:5]2[N:10]([CH3:14])[CH:9]=[CH:8][C:6]=2[N:7]=1, predict the reactants needed to synthesize it. The reactants are: [Cl:1][C:2]1[N:3]=[C:4]([Cl:11])[C:5]2[NH:10][CH:9]=[CH:8][C:6]=2[N:7]=1.[H-].[Na+].[CH3:14]I. (5) Given the product [CH2:1]([O:3][C:4]([C:6]1[CH:7]([O:25][CH3:24])[C:8]2[C:13]([C:14]=1[C:15]1[CH:20]=[CH:19][CH:18]=[CH:17][CH:16]=1)=[CH:12][CH:11]=[C:10]([O:21][CH3:22])[CH:9]=2)=[O:5])[CH3:2], predict the reactants needed to synthesize it. The reactants are: [CH2:1]([O:3][C:4]([C:6]1[CH:7](Br)[C:8]2[C:13]([C:14]=1[C:15]1[CH:20]=[CH:19][CH:18]=[CH:17][CH:16]=1)=[CH:12][CH:11]=[C:10]([O:21][CH3:22])[CH:9]=2)=[O:5])[CH3:2].[CH3:24][OH:25].